Dataset: Catalyst prediction with 721,799 reactions and 888 catalyst types from USPTO. Task: Predict which catalyst facilitates the given reaction. (1) Reactant: [Br:1][C:2]1[CH:3]=[C:4]2[N:10]=[CH:9][NH:8][C:5]2=[N:6][CH:7]=1.Br[CH2:12][C:13]1[CH:18]=[CH:17][CH:16]=[C:15]([F:19])[CH:14]=1.C(=O)([O-])[O-].[Cs+].[Cs+]. Product: [Br:1][C:2]1[CH:3]=[C:4]2[N:10]([CH2:12][C:13]3[CH:18]=[CH:17][CH:16]=[C:15]([F:19])[CH:14]=3)[CH:9]=[N:8][C:5]2=[N:6][CH:7]=1. The catalyst class is: 9. (2) Product: [CH3:3][O:4][C:5]1[CH:10]=[CH:9][CH:8]=[C:7]([O:11][CH3:12])[C:6]=1[C:13]1[C:21]2[C:16](=[N:17][CH:18]=[C:19]([C:22]3[CH:23]=[C:24]([C:28]([N:30]4[CH2:31][CH2:32][O:33][CH2:34][CH2:35]4)=[O:29])[CH:25]=[CH:26][CH:27]=3)[CH:20]=2)[NH:15][CH:14]=1. The catalyst class is: 6. Reactant: CO.[CH3:3][O:4][C:5]1[CH:10]=[CH:9][CH:8]=[C:7]([O:11][CH3:12])[C:6]=1[C:13]1[C:21]2[C:16](=[N:17][CH:18]=[C:19]([C:22]3[CH:23]=[C:24]([C:28]([N:30]4[CH2:35][CH2:34][O:33][CH2:32][CH2:31]4)=[O:29])[CH:25]=[CH:26][CH:27]=3)[CH:20]=2)[N:15](S(C2C=CC(C)=CC=2)(=O)=O)[CH:14]=1.[OH-].[K+]. (3) Reactant: C[Si](C)(C)/N=C(/O[Si](C)(C)C)\C.[F:13][C:14]1[C:15](=[NH:22])[N:16]([CH3:21])[C:17](=[O:20])[NH:18][CH:19]=1.Cl[C:24]([O:26][C:27]1[CH:32]=[CH:31][C:30]([O:33][CH3:34])=[CH:29][CH:28]=1)=[O:25]. Product: [F:13][C:14]1[C:15](=[NH:22])[N:16]([CH3:21])[C:17](=[O:20])[N:18]([C:24]([O:26][C:27]2[CH:32]=[CH:31][C:30]([O:33][CH3:34])=[CH:29][CH:28]=2)=[O:25])[CH:19]=1. The catalyst class is: 10. (4) Reactant: [C:1]1([C:7]([C:9]2[N:10]=[C:11]3[CH:16]=[CH:15][C:14]([C:17]([F:20])([F:19])[F:18])=[CH:13][N:12]3[CH:21]=2)=[O:8])[CH:6]=[CH:5][CH:4]=[CH:3][CH:2]=1.[ClH:22].C(OCC)C. Product: [ClH:22].[C:1]1([C:7]([C:9]2[N:10]=[C:11]3[CH:16]=[CH:15][C:14]([C:17]([F:20])([F:18])[F:19])=[CH:13][N:12]3[CH:21]=2)=[O:8])[CH:6]=[CH:5][CH:4]=[CH:3][CH:2]=1. The catalyst class is: 71. (5) Reactant: [CH2:1]([O:8][C:9]1[CH:14]=[C:13]([Br:15])[CH:12]=[CH:11][C:10]=1[N+:16]([O-])=O)[C:2]1[CH:7]=[CH:6][CH:5]=[CH:4][CH:3]=1.[Cl-].[NH4+].O. Product: [CH2:1]([O:8][C:9]1[CH:14]=[C:13]([Br:15])[CH:12]=[CH:11][C:10]=1[NH2:16])[C:2]1[CH:3]=[CH:4][CH:5]=[CH:6][CH:7]=1. The catalyst class is: 186. (6) Reactant: [CH:1]1([NH:4][C:5]([NH:7][C:8]2[CH:13]=[CH:12][C:11]([O:14][C:15]3[C:24]4[C:19](=[CH:20][C:21]([O:29][CH3:30])=[C:22]([C:25]([O:27]C)=[O:26])[CH:23]=4)[N:18]=[CH:17][CH:16]=3)=[CH:10][C:9]=2[CH3:31])=[O:6])[CH2:3][CH2:2]1. Product: [CH:1]1([NH:4][C:5]([NH:7][C:8]2[CH:13]=[CH:12][C:11]([O:14][C:15]3[C:24]4[C:19](=[CH:20][C:21]([O:29][CH3:30])=[C:22]([C:25]([OH:27])=[O:26])[CH:23]=4)[N:18]=[CH:17][CH:16]=3)=[CH:10][C:9]=2[CH3:31])=[O:6])[CH2:3][CH2:2]1. The catalyst class is: 273.